From a dataset of NCI-60 drug combinations with 297,098 pairs across 59 cell lines. Regression. Given two drug SMILES strings and cell line genomic features, predict the synergy score measuring deviation from expected non-interaction effect. (1) Drug 1: CCC1(CC2CC(C3=C(CCN(C2)C1)C4=CC=CC=C4N3)(C5=C(C=C6C(=C5)C78CCN9C7C(C=CC9)(C(C(C8N6C)(C(=O)OC)O)OC(=O)C)CC)OC)C(=O)OC)O.OS(=O)(=O)O. Drug 2: CC1=C(C=C(C=C1)C(=O)NC2=CC(=CC(=C2)C(F)(F)F)N3C=C(N=C3)C)NC4=NC=CC(=N4)C5=CN=CC=C5. Cell line: COLO 205. Synergy scores: CSS=1.01, Synergy_ZIP=-0.0667, Synergy_Bliss=0.0436, Synergy_Loewe=-0.0162, Synergy_HSA=-0.587. (2) Drug 1: CC=C1C(=O)NC(C(=O)OC2CC(=O)NC(C(=O)NC(CSSCCC=C2)C(=O)N1)C(C)C)C(C)C. Drug 2: CC1=C(C(=O)C2=C(C1=O)N3CC4C(C3(C2COC(=O)N)OC)N4)N. Cell line: COLO 205. Synergy scores: CSS=63.8, Synergy_ZIP=-2.94, Synergy_Bliss=-3.81, Synergy_Loewe=-1.81, Synergy_HSA=0.875.